This data is from Forward reaction prediction with 1.9M reactions from USPTO patents (1976-2016). The task is: Predict the product of the given reaction. (1) The product is: [CH2:1]([C:3]1[N:4]=[C:5]2[C:10]([C:11]#[N:12])=[CH:9][CH:8]=[CH:7][N:6]2[C:13]=1[C:15]1[CH:16]=[CH:17][C:18]([CH2:21][O:22][C:23]2[CH:28]=[CH:27][CH:26]=[C:25]([S:29]([CH3:32])(=[O:31])=[O:30])[CH:24]=2)=[CH:19][CH:20]=1)[CH3:2]. Given the reactants [CH2:1]([C:3]1[N:4]=[C:5]2[C:10]([C:11]#[N:12])=[CH:9][CH:8]=[CH:7][N:6]2[CH:13]=1)[CH3:2].Br[C:15]1[CH:20]=[CH:19][C:18]([CH2:21][O:22][C:23]2[CH:28]=[CH:27][CH:26]=[C:25]([S:29]([CH3:32])(=[O:31])=[O:30])[CH:24]=2)=[CH:17][CH:16]=1, predict the reaction product. (2) Given the reactants [NH:1]1[C:10]2[C:5](=[CH:6][CH:7]=[CH:8][CH:9]=2)[NH:4][CH2:3][CH2:2]1.[OH-].[Na+].[C:13](O[C:13]([O:15][C:16]([CH3:19])([CH3:18])[CH3:17])=[O:14])([O:15][C:16]([CH3:19])([CH3:18])[CH3:17])=[O:14], predict the reaction product. The product is: [N:1]1([C:13]([O:15][C:16]([CH3:19])([CH3:18])[CH3:17])=[O:14])[C:10]2[C:5](=[CH:6][CH:7]=[CH:8][CH:9]=2)[NH:4][CH2:3][CH2:2]1.